The task is: Predict the reaction yield, written as a fraction of the theoretical maximum amount of product (1.0 means a 100% yield; for example, 0.34 means a 34% yield).. This data is from Buchwald-Hartwig C-N cross coupling reaction yields with 55,370 reactions. The reactants are FC(F)(F)c1ccc(Cl)cc1.Cc1ccc(N)cc1.O=S(=O)(O[Pd]1c2ccccc2-c2ccccc2N~1)C(F)(F)F.COc1ccc(OC)c(P(C(C)(C)C)C(C)(C)C)c1-c1c(C(C)C)cc(C(C)C)cc1C(C)C.CN(C)C(=NC(C)(C)C)N(C)C.CCOC(=O)c1cnoc1. No catalyst specified. The product is Cc1ccc(Nc2ccc(C(F)(F)F)cc2)cc1. The yield is 0.00702.